Dataset: Forward reaction prediction with 1.9M reactions from USPTO patents (1976-2016). Task: Predict the product of the given reaction. (1) Given the reactants [Br:1][C:2]1[C:3]([NH2:9])=[N:4][CH:5]=[C:6]([I:8])[CH:7]=1.COC(OC)[N:13]([CH3:15])C.C(=O)(O)[O-:19].[Na+].Cl.NO, predict the reaction product. The product is: [Br:1][C:2]1[C:3](/[N:9]=[CH:15]/[NH:13][OH:19])=[N:4][CH:5]=[C:6]([I:8])[CH:7]=1. (2) Given the reactants CN(C)C([S:5][C:6]1[CH:11]=[CH:10][C:9]([C:12]([CH3:16])([CH3:15])[CH2:13][CH3:14])=[CH:8][CH:7]=1)=O.C([O-])([O-])=O.[K+].[K+], predict the reaction product. The product is: [CH3:16][C:12]([C:9]1[CH:8]=[CH:7][C:6]([SH:5])=[CH:11][CH:10]=1)([CH3:15])[CH2:13][CH3:14]. (3) Given the reactants [NH2:1][C:2]1[CH:3]=[C:4]2[C:9](=[CH:10][C:11]=1[NH:12][CH2:13][CH3:14])[N:8]=[CH:7][N:6]=[C:5]2[N:15]1[CH2:20][CH2:19][N:18]([C:21](=[S:30])[NH:22][CH2:23][C:24]2[CH:29]=[CH:28][CH:27]=[CH:26][CH:25]=2)[CH2:17][CH2:16]1.C(N(CC)CC)C.[CH3:38][S:39](Cl)(=[O:41])=[O:40].[Cl-].[Na+], predict the reaction product. The product is: [CH2:23]([NH:22][C:21]([N:18]1[CH2:19][CH2:20][N:15]([C:5]2[C:4]3[C:9](=[CH:10][C:11]([NH:12][CH2:13][CH3:14])=[C:2]([NH:1][S:39]([CH3:38])(=[O:41])=[O:40])[CH:3]=3)[N:8]=[CH:7][N:6]=2)[CH2:16][CH2:17]1)=[S:30])[C:24]1[CH:29]=[CH:28][CH:27]=[CH:26][CH:25]=1.